Dataset: Catalyst prediction with 721,799 reactions and 888 catalyst types from USPTO. Task: Predict which catalyst facilitates the given reaction. (1) Reactant: [ClH:1].[N:2]12[CH2:9][CH2:8][CH:5]([CH2:6][CH2:7]1)[C@@H:4]([NH:10][C:11]([C:13]1[S:14][C:15]3[CH:21]=[C:20]([C:22]#[N:23])[CH:19]=[CH:18][C:16]=3[CH:17]=1)=[O:12])[CH2:3]2.Cl.[NH2:25][OH:26].C(=O)([O-])[O-].[K+].[K+].O. Product: [ClH:1].[ClH:1].[NH2:23]/[C:22](=[N:25]\[OH:26])/[C:20]1[CH:19]=[CH:18][C:16]2[CH:17]=[C:13]([C:11]([NH:10][C@@H:4]3[CH:5]4[CH2:6][CH2:7][N:2]([CH2:9][CH2:8]4)[CH2:3]3)=[O:12])[S:14][C:15]=2[CH:21]=1. The catalyst class is: 8. (2) Reactant: CC([O-])(C)C.[K+].[CH3:7][C:8]1([C:12]([O:14]CC2C=CC=CC=2)=O)[CH2:11][O:10][CH2:9]1.[CH3:22][C:23]#[N:24]. Product: [CH3:7][C:8]1([C:12](=[O:14])[CH2:22][C:23]#[N:24])[CH2:9][O:10][CH2:11]1. The catalyst class is: 1. (3) Reactant: [CH3:1][N:2]([CH3:12])[C@@H:3]1[CH2:7][N:6]([CH3:8])[C@H:5]([C:9]([OH:11])=O)[CH2:4]1.CCN=C=NCCCN(C)C.C1C=CC2N(O)N=NC=2C=1.[F:34][C:35]1[CH:36]=[CH:37][C:38]([NH:41][NH2:42])=[N:39][CH:40]=1. Product: [F:34][C:35]1[CH:36]=[CH:37][C:38]([NH:41][NH:42][C:9]([C@@H:5]2[CH2:4][C@H:3]([N:2]([CH3:1])[CH3:12])[CH2:7][N:6]2[CH3:8])=[O:11])=[N:39][CH:40]=1. The catalyst class is: 2. (4) Reactant: Cl[C:2]1[C:11]2[C:6](=[C:7]([Cl:12])[CH:8]=[CH:9][CH:10]=2)[N:5]=[C:4]([C:13]([F:22])([F:21])[C:14]2[CH:19]=[CH:18][C:17]([F:20])=[CH:16][N:15]=2)[N:3]=1.[NH2:23][C:24]1[CH:28]=[C:27]([CH3:29])[N:26](C(OC(C)(C)C)=O)[N:25]=1.CC(O)=O. Product: [Cl:12][C:7]1[CH:8]=[CH:9][CH:10]=[C:11]2[C:6]=1[N:5]=[C:4]([C:13]([F:22])([F:21])[C:14]1[CH:19]=[CH:18][C:17]([F:20])=[CH:16][N:15]=1)[N:3]=[C:2]2[NH:23][C:24]1[CH:28]=[C:27]([CH3:29])[NH:26][N:25]=1. The catalyst class is: 44. (5) Reactant: [NH2:1][C:2]([C:4]1[O:5][CH:6]=[CH:7][C:8]=1[NH:9][C:10](=O)OC(C)(C)C)=[O:3].C(Cl)Cl. Product: [N:9]1[C:8]2[CH:7]=[CH:6][O:5][C:4]=2[C:2](=[O:3])[NH:1][CH:10]=1. The catalyst class is: 3. (6) Reactant: [CH3:1][S:2][C:3](SC)=[CH:4][N+:5]([O-:7])=[O:6].[CH3:10][NH:11][CH3:12].C1COCC1. Product: [CH3:1][S:2]/[C:3](/[N:11]([CH3:12])[CH3:10])=[CH:4]\[N+:5]([O-:7])=[O:6]. The catalyst class is: 21.